Predict which catalyst facilitates the given reaction. From a dataset of Catalyst prediction with 721,799 reactions and 888 catalyst types from USPTO. (1) Product: [CH:39]1([NH:40][C:21]([C:17]2[C:16]3[CH:24]=[CH:25][C:13]([O:12][C:6]4[C:5]5[C:10](=[CH:11][C:2]([OH:1])=[CH:3][CH:4]=5)[N:9]=[CH:8][CH:7]=4)=[CH:14][C:15]=3[O:19][C:18]=2[CH3:20])=[O:23])[CH2:37][CH2:38]1. Reactant: [OH:1][C:2]1[CH:11]=[C:10]2[C:5]([C:6]([O:12][C:13]3[CH:25]=[CH:24][C:16]4[C:17]([C:21]([OH:23])=O)=[C:18]([CH3:20])[O:19][C:15]=4[CH:14]=3)=[CH:7][CH:8]=[N:9]2)=[CH:4][CH:3]=1.CN(C(ON1N=NC2[CH:37]=[CH:38][CH:39]=[N:40]C1=2)=[N+](C)C)C.F[P-](F)(F)(F)(F)F.C(N(CC)CC)C.C1(N)CC1. The catalyst class is: 18. (2) Reactant: I[C:2]1[C:10]2[C:5](=[N:6][CH:7]=[N:8][C:9]=2[NH2:11])[N:4]([CH:12]2[CH2:17][CH2:16][CH:15]([N:18]3[CH2:23][CH2:22][N:21]([CH3:24])[CH2:20][CH2:19]3)[CH2:14][CH2:13]2)[N:3]=1.CC1(C)C(C)(C)OB([C:33]2[CH:38]=[CH:37][C:36]([NH:39][C:40]3[O:41][C:42]4[CH:48]=[CH:47][C:46]([O:49][C:50]([F:53])([F:52])[F:51])=[CH:45][C:43]=4[N:44]=3)=[CH:35][CH:34]=2)O1.C(=O)([O-])[O-].[Na+].[Na+]. Product: [NH2:11][C:9]1[N:8]=[CH:7][N:6]=[C:5]2[N:4]([C@H:12]3[CH2:17][CH2:16][C@@H:15]([N:18]4[CH2:23][CH2:22][N:21]([CH3:24])[CH2:20][CH2:19]4)[CH2:14][CH2:13]3)[N:3]=[C:2]([C:33]3[CH:34]=[CH:35][C:36]([NH:39][C:40]4[O:41][C:42]5[CH:48]=[CH:47][C:46]([O:49][C:50]([F:51])([F:52])[F:53])=[CH:45][C:43]=5[N:44]=4)=[CH:37][CH:38]=3)[C:10]=12. The catalyst class is: 108. (3) Reactant: [C:1](OC(=O)C)(=[O:3])[CH3:2].[N+:8]([C:11]1[CH:37]=[CH:36][C:14]([CH2:15][O:16][C:17]2[CH:18]=[C:19]([CH:33]=[CH:34][CH:35]=2)[C:20]([NH:22][C:23]2[CH:28]=[CH:27][CH:26]=[CH:25][C:24]=2[S:29](=[O:32])(=[O:31])[NH2:30])=[O:21])=[CH:13][CH:12]=1)([O-:10])=[O:9]. Product: [N+:8]([C:11]1[CH:12]=[CH:13][C:14]([CH2:15][O:16][C:17]2[CH:18]=[C:19]([CH:33]=[CH:34][CH:35]=2)[C:20]([NH:22][C:23]2[CH:28]=[CH:27][CH:26]=[CH:25][C:24]=2[S:29]([NH:30][C:1](=[O:3])[CH3:2])(=[O:32])=[O:31])=[O:21])=[CH:36][CH:37]=1)([O-:10])=[O:9]. The catalyst class is: 367. (4) Reactant: [Cl:1][C:2]1[C:7]([O:8][CH3:9])=[CH:6][C:5]([C@H:10]2[C@H:15]([OH:16])[C@@H:14]([OH:17])[C@H:13]([OH:18])[C@@H:12]([CH2:19][OH:20])[O:11]2)=[CH:4][C:3]=1[CH2:21][C:22]1[CH:27]=[CH:26][C:25]([O:28][CH2:29][CH3:30])=[CH:24][CH:23]=1.[H-].[Na+].[CH2:33](Br)[C:34]1[CH:39]=[CH:38][CH:37]=[CH:36][CH:35]=1.O. Product: [CH2:33]([O:18][C@H:13]1[C@H:14]([O:17][CH2:33][C:34]2[CH:39]=[CH:38][CH:37]=[CH:36][CH:35]=2)[C@@H:15]([O:16][CH2:21][C:22]2[CH:27]=[CH:26][CH:25]=[CH:24][CH:23]=2)[C@H:10]([C:5]2[CH:6]=[C:7]([O:8][CH3:9])[C:2]([Cl:1])=[C:3]([CH2:21][C:22]3[CH:27]=[CH:26][C:25]([O:28][CH2:29][CH3:30])=[CH:24][CH:23]=3)[CH:4]=2)[O:11][C@@H:12]1[CH2:19][O:20][CH2:10][C:5]1[CH:6]=[CH:7][CH:2]=[CH:3][CH:4]=1)[C:34]1[CH:39]=[CH:38][CH:37]=[CH:36][CH:35]=1. The catalyst class is: 198.